Task: Predict the product of the given reaction.. Dataset: Forward reaction prediction with 1.9M reactions from USPTO patents (1976-2016) Given the reactants Br[C:2]1[C:3]([F:10])=[CH:4][C:5]([F:9])=[C:6]([CH:8]=1)[NH2:7].[CH3:11][C:12]1[CH:13]=[C:14]([CH:19]=[CH:20][C:21]=1B1OC(C)(C)C(C)(C)O1)[C:15]([O:17][CH3:18])=[O:16].C(=O)([O-])[O-].[Na+].[Na+], predict the reaction product. The product is: [NH2:7][C:6]1[C:5]([F:9])=[CH:4][C:3]([F:10])=[C:2]([C:21]2[CH:20]=[CH:19][C:14]([C:15]([O:17][CH3:18])=[O:16])=[CH:13][C:12]=2[CH3:11])[CH:8]=1.